From a dataset of Buchwald-Hartwig C-N cross coupling reaction yields with 55,370 reactions. Predict the reaction yield, written as a fraction of the theoretical maximum amount of product (1.0 means a 100% yield; for example, 0.34 means a 34% yield). (1) The reactants are FC(F)(F)c1ccc(I)cc1.Cc1ccc(N)cc1.O=S(=O)(O[Pd]1c2ccccc2-c2ccccc2N~1)C(F)(F)F.COc1ccc(OC)c(P([C@]23C[C@H]4C[C@H](C[C@H](C4)C2)C3)[C@]23C[C@H]4C[C@H](C[C@H](C4)C2)C3)c1-c1c(C(C)C)cc(C(C)C)cc1C(C)C.CN(C)C(=NC(C)(C)C)N(C)C.Cc1ccon1. No catalyst specified. The product is Cc1ccc(Nc2ccc(C(F)(F)F)cc2)cc1. The yield is 0.522. (2) The reactants are Brc1cccnc1.Cc1ccc(N)cc1.O=S(=O)(O[Pd]1c2ccccc2-c2ccccc2N~1)C(F)(F)F.CC(C)c1cc(C(C)C)c(-c2ccccc2P(C(C)(C)C)C(C)(C)C)c(C(C)C)c1.CN1CCCN2CCCN=C12.COC(=O)c1cc(-c2cccs2)on1. No catalyst specified. The product is Cc1ccc(Nc2cccnc2)cc1. The yield is 0.760. (3) The reactants are COc1ccc(Br)cc1.Cc1ccc(N)cc1.O=S(=O)(O[Pd]1c2ccccc2-c2ccccc2N~1)C(F)(F)F.CC(C)c1cc(C(C)C)c(-c2ccccc2P(C2CCCCC2)C2CCCCC2)c(C(C)C)c1.CN(C)C(=NC(C)(C)C)N(C)C.Cc1cc(C)on1. No catalyst specified. The product is COc1ccc(Nc2ccc(C)cc2)cc1. The yield is 0.141. (4) The reactants are Ic1ccccn1.Cc1ccc(N)cc1.O=S(=O)(O[Pd]1c2ccccc2-c2ccccc2N~1)C(F)(F)F.CC(C)c1cc(C(C)C)c(-c2ccccc2P(C(C)(C)C)C(C)(C)C)c(C(C)C)c1.CCN=P(N=P(N(C)C)(N(C)C)N(C)C)(N(C)C)N(C)C.c1ccc(-c2ccno2)cc1. No catalyst specified. The product is Cc1ccc(Nc2ccccn2)cc1. The yield is 0.366.